From a dataset of Forward reaction prediction with 1.9M reactions from USPTO patents (1976-2016). Predict the product of the given reaction. Given the reactants [C:1]([CH:4]([CH2:7][CH2:8][CH3:9])[C:5]#[N:6])(=O)[CH3:2].O.[NH2:11][NH2:12], predict the reaction product. The product is: [CH3:2][C:1]1[C:4]([CH2:7][CH2:8][CH3:9])=[C:5]([NH2:6])[NH:12][N:11]=1.